From a dataset of Full USPTO retrosynthesis dataset with 1.9M reactions from patents (1976-2016). Predict the reactants needed to synthesize the given product. Given the product [N+:3]([C:6]1[CH:14]=[CH:13][C:9]([C:10]([O:12][CH3:19])=[O:11])=[CH:8][C:7]=1[C:15]([F:16])([F:17])[F:18])([O-:5])=[O:4], predict the reactants needed to synthesize it. The reactants are: CI.[N+:3]([C:6]1[CH:14]=[CH:13][C:9]([C:10]([OH:12])=[O:11])=[CH:8][C:7]=1[C:15]([F:18])([F:17])[F:16])([O-:5])=[O:4].[C:19](=O)([O-])[O-].[K+].[K+].C(OCC)C.